Dataset: NCI-60 drug combinations with 297,098 pairs across 59 cell lines. Task: Regression. Given two drug SMILES strings and cell line genomic features, predict the synergy score measuring deviation from expected non-interaction effect. (1) Drug 1: CN1C(=O)N2C=NC(=C2N=N1)C(=O)N. Drug 2: CC1=C(C(=O)C2=C(C1=O)N3CC4C(C3(C2COC(=O)N)OC)N4)N. Cell line: HOP-62. Synergy scores: CSS=44.4, Synergy_ZIP=0.112, Synergy_Bliss=-2.93, Synergy_Loewe=-42.2, Synergy_HSA=-2.22. (2) Drug 1: C1CC(=O)NC(=O)C1N2CC3=C(C2=O)C=CC=C3N. Drug 2: CC1C(C(CC(O1)OC2CC(CC3=C2C(=C4C(=C3O)C(=O)C5=CC=CC=C5C4=O)O)(C(=O)C)O)N)O. Cell line: UACC-257. Synergy scores: CSS=46.2, Synergy_ZIP=-2.17, Synergy_Bliss=-1.94, Synergy_Loewe=-11.5, Synergy_HSA=0.972. (3) Drug 1: C1=CC(=C2C(=C1NCCNCCO)C(=O)C3=C(C=CC(=C3C2=O)O)O)NCCNCCO. Drug 2: C1CN(P(=O)(OC1)NCCCl)CCCl. Cell line: HCC-2998. Synergy scores: CSS=37.1, Synergy_ZIP=3.30, Synergy_Bliss=3.13, Synergy_Loewe=-28.1, Synergy_HSA=2.11. (4) Drug 2: N.N.Cl[Pt+2]Cl. Synergy scores: CSS=36.2, Synergy_ZIP=-1.41, Synergy_Bliss=1.65, Synergy_Loewe=-22.1, Synergy_HSA=1.80. Drug 1: C1=NC2=C(N=C(N=C2N1C3C(C(C(O3)CO)O)O)F)N. Cell line: HCC-2998. (5) Drug 1: CC1C(C(CC(O1)OC2CC(CC3=C2C(=C4C(=C3O)C(=O)C5=C(C4=O)C(=CC=C5)OC)O)(C(=O)CO)O)N)O. Drug 2: C1CC(CCC1OC2=C(C(=CC=C2)Cl)F)(CC3=NC(=CC=C3)NC4=NC=CS4)C(=O)O. Cell line: UACC62. Synergy scores: CSS=52.4, Synergy_ZIP=-7.30, Synergy_Bliss=-11.7, Synergy_Loewe=-21.2, Synergy_HSA=-6.49. (6) Cell line: NCI/ADR-RES. Synergy scores: CSS=2.10, Synergy_ZIP=-0.659, Synergy_Bliss=-2.91, Synergy_Loewe=-2.51, Synergy_HSA=-3.93. Drug 2: CC1=C(C=C(C=C1)C(=O)NC2=CC(=CC(=C2)C(F)(F)F)N3C=C(N=C3)C)NC4=NC=CC(=N4)C5=CN=CC=C5. Drug 1: C1CC(=O)NC(=O)C1N2CC3=C(C2=O)C=CC=C3N.